This data is from Catalyst prediction with 721,799 reactions and 888 catalyst types from USPTO. The task is: Predict which catalyst facilitates the given reaction. (1) Product: [NH2:30][N:20]1[C:21]([C:22]#[N:23])=[C:17]([C:14]2[CH:15]=[CH:16][C:11]([NH:10][C:8]([O:7][C:3]([CH3:6])([CH3:5])[CH3:4])=[O:9])=[C:12]([F:29])[CH:13]=2)[C:18]([C:24]([O:26][CH2:27][CH3:28])=[O:25])=[CH:19]1. Reactant: [H-].[Na+].[C:3]([O:7][C:8]([NH:10][C:11]1[CH:16]=[CH:15][C:14]([C:17]2[C:18]([C:24]([O:26][CH2:27][CH3:28])=[O:25])=[CH:19][NH:20][C:21]=2[C:22]#[N:23])=[CH:13][C:12]=1[F:29])=[O:9])([CH3:6])([CH3:5])[CH3:4].[NH2:30]OP(=O)(C1C=CC=CC=1)C1C=CC=CC=1. The catalyst class is: 3. (2) Reactant: [NH2:1][C:2]([CH3:7])([CH3:6])[CH2:3][CH2:4][OH:5].[C:8](O[C:8]([O:10][C:11]([CH3:14])([CH3:13])[CH3:12])=[O:9])([O:10][C:11]([CH3:14])([CH3:13])[CH3:12])=[O:9]. Product: [C:11]([O:10][C:8](=[O:9])[NH:1][C:2]([CH3:7])([CH3:6])[CH2:3][CH2:4][OH:5])([CH3:14])([CH3:13])[CH3:12]. The catalyst class is: 2. (3) Reactant: [Cl:1][C:2]1[C:11]([O:12][CH2:13][C:14]2[CH:19]=[CH:18][C:17]([O:20][CH3:21])=[CH:16][CH:15]=2)=[C:10]([O:22][CH2:23][C:24]2[CH:29]=[CH:28][C:27]([O:30][CH3:31])=[CH:26][CH:25]=2)[CH:9]=[C:8]2[C:3]=1[C:4](=[O:36])[C:5]([CH:34]=O)=[N:6][N:7]2[CH2:32][CH3:33].[NH:37]1[CH2:41][CH2:40][CH2:39][CH2:38]1.C(O[BH-](OC(=O)C)OC(=O)C)(=O)C.[Na+]. Product: [Cl:1][C:2]1[C:11]([O:12][CH2:13][C:14]2[CH:15]=[CH:16][C:17]([O:20][CH3:21])=[CH:18][CH:19]=2)=[C:10]([O:22][CH2:23][C:24]2[CH:29]=[CH:28][C:27]([O:30][CH3:31])=[CH:26][CH:25]=2)[CH:9]=[C:8]2[C:3]=1[C:4](=[O:36])[C:5]([CH2:34][N:37]1[CH2:41][CH2:40][CH2:39][CH2:38]1)=[N:6][N:7]2[CH2:32][CH3:33]. The catalyst class is: 4.